Dataset: Catalyst prediction with 721,799 reactions and 888 catalyst types from USPTO. Task: Predict which catalyst facilitates the given reaction. (1) Reactant: [CH2:1]([N:8]1[C:16]2[C:11](=[CH:12][C:13]([C:17]([O:19][CH3:20])=[O:18])=[CH:14][CH:15]=2)[C:10](Br)=[N:9]1)[C:2]1[CH:7]=[CH:6][CH:5]=[CH:4][CH:3]=1.[C:22](=O)([O-])[O-].[Cs+].[Cs+].C1(C)C=CC=CC=1. Product: [CH2:1]([N:8]1[C:16]2[C:11](=[CH:12][C:13]([C:17]([O:19][CH3:20])=[O:18])=[CH:14][CH:15]=2)[C:10]([CH3:22])=[N:9]1)[C:2]1[CH:7]=[CH:6][CH:5]=[CH:4][CH:3]=1. The catalyst class is: 103. (2) Reactant: [C:1]1([C:7]2[S:8][CH:9]=[C:10]([C:12]([OH:14])=[O:13])[N:11]=2)[CH:6]=[CH:5][CH:4]=[CH:3][CH:2]=1.C1COCC1.[Li]CCCC.[Br:25]Br. Product: [Br:25][C:9]1[S:8][C:7]([C:1]2[CH:2]=[CH:3][CH:4]=[CH:5][CH:6]=2)=[N:11][C:10]=1[C:12]([OH:14])=[O:13]. The catalyst class is: 244. (3) Reactant: [OH:1][NH:2][C:3]([C:5]1[CH:13]=[CH:12][C:11]2[NH:10][C:9]3[CH:14]([CH2:17][C:18]([O:20][CH2:21][CH3:22])=[O:19])[CH2:15][CH2:16][C:8]=3[C:7]=2[CH:6]=1)=[NH:4].[CH2:23]([N:25]([CH2:39][CH3:40])[C:26]1[N:31]=[C:30]([C:32](Cl)=O)[CH:29]=[C:28]([C:35]([F:38])([F:37])[F:36])[CH:27]=1)[CH3:24]. Product: [CH2:39]([N:25]([CH2:23][CH3:24])[C:26]1[N:31]=[C:30]([C:32]2[O:1][N:2]=[C:3]([C:5]3[CH:13]=[CH:12][C:11]4[NH:10][C:9]5[CH:14]([CH2:17][C:18]([O:20][CH2:21][CH3:22])=[O:19])[CH2:15][CH2:16][C:8]=5[C:7]=4[CH:6]=3)[N:4]=2)[CH:29]=[C:28]([C:35]([F:38])([F:36])[F:37])[CH:27]=1)[CH3:40]. The catalyst class is: 12. (4) Reactant: [OH:1][C:2]1[C:3]([C:18](=[N:20][NH:21][C:22]([C:24]2[CH:33]=[CH:32][C:27]([C:28]([O:30]C)=[O:29])=[CH:26][CH:25]=2)=[O:23])[CH3:19])=[N:4][N:5]([CH3:17])[C:6]=1[C:7]1[CH:12]=[CH:11][CH:10]=[C:9]([C:13]([F:16])([F:15])[F:14])[CH:8]=1.CO.[OH-].[Na+].Cl. Product: [OH:1][C:2]1[C:3]([C:18](=[N:20][NH:21][C:22]([C:24]2[CH:25]=[CH:26][C:27]([C:28]([OH:30])=[O:29])=[CH:32][CH:33]=2)=[O:23])[CH3:19])=[N:4][N:5]([CH3:17])[C:6]=1[C:7]1[CH:12]=[CH:11][CH:10]=[C:9]([C:13]([F:14])([F:15])[F:16])[CH:8]=1. The catalyst class is: 6. (5) Reactant: O.[C:2]([OH:14])(=[O:13])[CH2:3][C:4]([CH2:9][C:10]([OH:12])=[O:11])([C:6]([OH:8])=[O:7])[OH:5]. Product: [C:2]([OH:14])(=[O:13])[CH2:3][C:4]([CH2:9][C:10]([OH:12])=[O:11])([C:6]([OH:8])=[O:7])[OH:5]. The catalyst class is: 6. (6) Reactant: [CH3:1][O:2][C:3]1[CH:4]=[C:5]2[C:10](=[CH:11][CH:12]=1)[NH:9][C@@H:8]([CH3:13])[C@H:7]([CH3:14])[C@H:6]2[NH:15][C:16](=[O:25])[O:17][CH2:18][C:19]1[CH:24]=[CH:23][CH:22]=[CH:21][CH:20]=1.N1C=CC=CC=1.[C:32](Cl)(=[O:34])[CH3:33].C(=O)(O)[O-].[Na+]. Product: [C:32]([N:9]1[C:10]2[C:5](=[CH:4][C:3]([O:2][CH3:1])=[CH:12][CH:11]=2)[C@H:6]([NH:15][C:16](=[O:25])[O:17][CH2:18][C:19]2[CH:20]=[CH:21][CH:22]=[CH:23][CH:24]=2)[C@@H:7]([CH3:14])[C@@H:8]1[CH3:13])(=[O:34])[CH3:33]. The catalyst class is: 4. (7) Reactant: C(=O)([O-])O.[Na+].[S:6]=[C:7]1[NH:12][C:11]2[CH:13]=[CH:14][NH:15][C:10]=2[C:9](=[O:16])[N:8]1[C:17]1[CH:22]=[CH:21][C:20]([O:23][CH2:24][C:25]([F:28])([F:27])[F:26])=[CH:19][CH:18]=1.Br[CH2:30][CH2:31][CH2:32][OH:33].[I-].[Na+]. Product: [OH:33][CH2:32][CH2:31][CH2:30][S:6][C:7]1[N:8]([C:17]2[CH:18]=[CH:19][C:20]([O:23][CH2:24][C:25]([F:28])([F:27])[F:26])=[CH:21][CH:22]=2)[C:9](=[O:16])[C:10]2[NH:15][CH:14]=[CH:13][C:11]=2[N:12]=1. The catalyst class is: 434. (8) Reactant: C([O:4][CH:5]1[CH2:11][CH:10]2[N:12]([CH2:13][C:14]3[CH:19]=[CH:18][CH:17]=[CH:16][CH:15]=3)[CH:7]([CH2:8][C:9]2([F:21])[F:20])[CH2:6]1)(=O)C.C([O-])([O-])=O.[K+].[K+]. Product: [CH2:13]([N:12]1[CH:10]2[C:9]([F:21])([F:20])[CH2:8][CH:7]1[CH2:6][CH:5]([OH:4])[CH2:11]2)[C:14]1[CH:15]=[CH:16][CH:17]=[CH:18][CH:19]=1. The catalyst class is: 5.